This data is from Reaction yield outcomes from USPTO patents with 853,638 reactions. The task is: Predict the reaction yield, written as a fraction of the theoretical maximum amount of product (1.0 means a 100% yield; for example, 0.34 means a 34% yield). (1) The reactants are [CH3:1][O:2][C:3](=[O:11])[C:4]1[CH:9]=[CH:8][CH:7]=[CH:6][C:5]=1[NH2:10].[C:12]1([CH3:22])[CH:17]=[CH:16][C:15]([S:18](Cl)(=[O:20])=[O:19])=[CH:14][CH:13]=1. The catalyst is N1C=CC=CC=1. The product is [CH3:1][O:2][C:3](=[O:11])[C:4]1[CH:9]=[CH:8][CH:7]=[CH:6][C:5]=1[NH:10][S:18]([C:15]1[CH:16]=[CH:17][C:12]([CH3:22])=[CH:13][CH:14]=1)(=[O:20])=[O:19]. The yield is 0.800. (2) The reactants are [CH2:1]([O:8][C:9]1[CH:14]=[C:13]([O:15]COC)[C:12]([CH:19]([CH3:21])[CH3:20])=[CH:11][C:10]=1[C:22]1[N:23]([C:28]2[CH:29]=[N:30][C:31]([N:34]3[CH2:39][CH2:38][O:37][CH2:36][CH2:35]3)=[CH:32][CH:33]=2)[C:24]([OH:27])=[N:25][N:26]=1)[C:2]1[CH:7]=[CH:6][CH:5]=[CH:4][CH:3]=1.[ClH:40]. The catalyst is CO. The product is [ClH:40].[CH2:1]([O:8][C:9]1[CH:14]=[C:13]([OH:15])[C:12]([CH:19]([CH3:21])[CH3:20])=[CH:11][C:10]=1[C:22]1[N:23]([C:28]2[CH:29]=[N:30][C:31]([N:34]3[CH2:39][CH2:38][O:37][CH2:36][CH2:35]3)=[CH:32][CH:33]=2)[C:24]([OH:27])=[N:25][N:26]=1)[C:2]1[CH:7]=[CH:6][CH:5]=[CH:4][CH:3]=1. The yield is 0.740. (3) The reactants are C(=O)([O-])[O-].[K+].[K+].[NH2:7][C:8]1[C:21]([Cl:22])=[CH:20][C:19]([Cl:23])=[CH:18][C:9]=1[C:10]([N:12]=[S:13]([CH2:16][CH3:17])[CH2:14][CH3:15])=[O:11].[Cl:24][C:25]1[C:26]([N:31]2[C:35]([C:36](Cl)=[O:37])=[CH:34][C:33]([C:39]([F:42])([F:41])[F:40])=[N:32]2)=[N:27][CH:28]=[CH:29][CH:30]=1. The catalyst is ClCCl. The product is [Cl:24][C:25]1[C:26]([N:31]2[C:35]([C:36]([NH:7][C:8]3[C:9]([C:10](=[O:11])[N:12]=[S:13]([CH2:14][CH3:15])[CH2:16][CH3:17])=[CH:18][C:19]([Cl:23])=[CH:20][C:21]=3[Cl:22])=[O:37])=[CH:34][C:33]([C:39]([F:42])([F:40])[F:41])=[N:32]2)=[N:27][CH:28]=[CH:29][CH:30]=1. The yield is 0.520. (4) The reactants are [OH:1][C:2]1[CH:7]=[CH:6][C:5]([C:8]2[CH:13]=[CH:12][C:11]([S:14]([NH:17][CH:18]([CH:22]([CH3:24])[CH3:23])[C:19]([OH:21])=[O:20])(=[O:16])=[O:15])=[CH:10][CH:9]=2)=[CH:4][CH:3]=1.C(OCC)C.[N-:30]=[C:31]=[O:32].[O:33]1[C:37]2[CH:38]=[CH:39][CH:40]=[CH:41][C:36]=2[CH:35]=[CH:34]1.C(N(CC)CC)C. The catalyst is C(Cl)Cl. The product is [O:33]1[C:37]2[CH:38]=[CH:39][CH:40]=[CH:41][C:36]=2[CH:35]=[C:34]1[NH:30][C:31]([O:1][C:2]1[CH:7]=[CH:6][C:5]([C:8]2[CH:9]=[CH:10][C:11]([S:14]([NH:17][C@@H:18]([C:19]([OH:21])=[O:20])[CH:22]([CH3:24])[CH3:23])(=[O:16])=[O:15])=[CH:12][CH:13]=2)=[CH:4][CH:3]=1)=[O:32]. The yield is 0.160. (5) The reactants are O1CCCCC1[N:7]1[C:15]2[C:10](=[CH:11][C:12]([C:16]3[N:20]=[CH:19][N:18](C(C4C=CC=CC=4)(C4C=CC=CC=4)C4C=CC=CC=4)[N:17]=3)=[CH:13][CH:14]=2)[C:9]([C:40]2[CH:41]=[C:42]([NH2:46])[CH:43]=[CH:44][CH:45]=2)=[N:8]1.[CH3:47][CH:48]([CH3:52])[C:49](Cl)=[O:50].O. The catalyst is N1C=CC=CC=1. The product is [NH:18]1[CH:19]=[N:20][C:16]([C:12]2[CH:11]=[C:10]3[C:15](=[CH:14][CH:13]=2)[NH:7][N:8]=[C:9]3[C:40]2[CH:41]=[C:42]([NH:46][C:49](=[O:50])[CH:48]([CH3:52])[CH3:47])[CH:43]=[CH:44][CH:45]=2)=[N:17]1. The yield is 0.0500. (6) The reactants are [CH3:1][C:2]1[CH:7]=[CH:6][C:5]([C:8]([CH3:10])=[O:9])=[CH:4][CH:3]=1.[BrH:11].BrBr.O. The catalyst is C(O)(=O)C. The product is [Br:11][CH2:10][C:8]([C:5]1[CH:6]=[CH:7][C:2]([CH3:1])=[CH:3][CH:4]=1)=[O:9]. The yield is 0.650. (7) The product is [OH:18][CH2:17][C:2]1[S:1][C:9]2[CH2:8][CH2:7][N:6]([C:10]([O:12][C:13]([CH3:16])([CH3:15])[CH3:14])=[O:11])[CH2:5][C:4]=2[CH:3]=1. The yield is 0.920. No catalyst specified. The reactants are [S:1]1[C:9]2[CH2:8][CH2:7][N:6]([C:10]([O:12][C:13]([CH3:16])([CH3:15])[CH3:14])=[O:11])[CH2:5][C:4]=2[CH:3]=[C:2]1[C:17](OCC)=[O:18].[H-].[H-].[H-].[H-].[Li+].[Al+3].